This data is from Forward reaction prediction with 1.9M reactions from USPTO patents (1976-2016). The task is: Predict the product of the given reaction. (1) Given the reactants [CH3:1][CH:2]([CH3:6])[CH2:3][CH2:4][SH:5].C1(CCS)C=CC=CC=1.Cl[C:17]1[N:22]=[N:21][C:20]([N:23]2[CH2:28][CH2:27][N:26]([C:29]([C:31]3[CH:36]=[CH:35][CH:34]=[CH:33][C:32]=3[C:37]([F:40])([F:39])[F:38])=[O:30])[CH2:25][CH2:24]2)=[CH:19][CH:18]=1, predict the reaction product. The product is: [CH3:1][CH:2]([CH3:6])[CH2:3][CH2:4][S:5][C:17]1[N:22]=[N:21][C:20]([N:23]2[CH2:24][CH2:25][N:26]([C:29]([C:31]3[CH:36]=[CH:35][CH:34]=[CH:33][C:32]=3[C:37]([F:38])([F:40])[F:39])=[O:30])[CH2:27][CH2:28]2)=[CH:19][CH:18]=1. (2) Given the reactants C(OC(N1CCN2C(=O)C3C=C(C(F)(F)F)C=C(Br)C=3C[C@@H]2C1)=O)(C)(C)C.B1(C=C)OB(C=C)OB(C=C)O1.C1C=CN=CC=1.C([O-])([O-])=O.[K+].[K+].C(OC([N:59]1[CH2:79][CH2:78][N:62]2[C:63](=[O:77])[C:64]3[CH:65]=[C:66]([C:73]([F:76])([F:75])[F:74])[CH:67]=[C:68]([CH2:71][CH3:72])[C:69]=3[CH2:70][C@@H:61]2[CH2:60]1)=O)(C)(C)C.[ClH:80].O1CCOCC1, predict the reaction product. The product is: [ClH:80].[CH2:71]([C:68]1[C:69]2[CH2:70][C@@H:61]3[CH2:60][NH:59][CH2:79][CH2:78][N:62]3[C:63](=[O:77])[C:64]=2[CH:65]=[C:66]([C:73]([F:74])([F:76])[F:75])[CH:67]=1)[CH3:72].